Dataset: Forward reaction prediction with 1.9M reactions from USPTO patents (1976-2016). Task: Predict the product of the given reaction. (1) Given the reactants C(OC[N:9]1[C:13]2[N:14]=[C:15]([NH:28][C:29]3[CH:34]=[CH:33][C:32]([N:35]([CH2:37][CH2:38][O:39][CH3:40])[CH3:36])=[CH:31][CH:30]=3)[N:16]=[C:17]([O:18][C:19]3[CH:24]=[CH:23][CH:22]=[C:21]([N+:25]([O-:27])=[O:26])[CH:20]=3)[C:12]=2[CH:11]=[CH:10]1)(=O)C(C)(C)C.CO.[OH-].[Na+], predict the reaction product. The product is: [CH3:40][O:39][CH2:38][CH2:37][N:35]([CH3:36])[C:32]1[CH:31]=[CH:30][C:29]([NH:28][C:15]2[N:16]=[C:17]([O:18][C:19]3[CH:24]=[CH:23][CH:22]=[C:21]([N+:25]([O-:27])=[O:26])[CH:20]=3)[C:12]3[CH:11]=[CH:10][NH:9][C:13]=3[N:14]=2)=[CH:34][CH:33]=1. (2) Given the reactants [CH2:1]([N:3]1[CH2:8][CH2:7][N:6]([C:9]([C@:11]23[CH2:40][CH2:39][C@@H:38]([C:41]([CH3:43])=[CH2:42])[C@@H:12]2[C@@H:13]2[C@@:26]([CH3:29])([CH2:27][CH2:28]3)[C@@:25]3([CH3:30])[C@@H:16]([C@@:17]4([CH3:37])[C@H:22]([CH2:23][CH2:24]3)[C:21]([CH3:32])([CH3:31])[C@H:20](CC([O-])=O)[CH2:19][CH2:18]4)[CH2:15][CH2:14]2)=[O:10])[CH2:5][CH2:4]1)[CH3:2].C(=O)([O-])[O-:45].[K+].[K+], predict the reaction product. The product is: [CH2:1]([N:3]1[CH2:8][CH2:7][N:6]([C:9]([C@:11]23[CH2:40][CH2:39][C@@H:38]([C:41]([CH3:43])=[CH2:42])[C@@H:12]2[C@@H:13]2[C@@:26]([CH3:29])([CH2:27][CH2:28]3)[C@@:25]3([CH3:30])[C@@H:16]([C@:17]4([CH3:37])[C@@H:22]([CH2:23][CH2:24]3)[C:21]([CH3:32])([CH3:31])[C@@H:20]([OH:45])[CH2:19][CH2:18]4)[CH2:15][CH2:14]2)=[O:10])[CH2:5][CH2:4]1)[CH3:2]. (3) Given the reactants [CH2:1]([N:8]([CH2:28][C:29]1[CH:34]=[CH:33][CH:32]=[CH:31][CH:30]=1)[C@H:9]1[CH2:18][C:17]2[C:12](=[CH:13][CH:14]=[CH:15][C:16]=2B2OC(C)(C)C(C)(C)O2)[O:11][CH2:10]1)[C:2]1[CH:7]=[CH:6][CH:5]=[CH:4][CH:3]=1.Br[C:36]1[CH:37]=[N:38][C:39]([CH2:42][CH3:43])=[N:40][CH:41]=1.C(=O)([O-])[O-].[K+].[K+], predict the reaction product. The product is: [CH2:28]([N:8]([CH2:1][C:2]1[CH:7]=[CH:6][CH:5]=[CH:4][CH:3]=1)[C@H:9]1[CH2:18][C:17]2[C:12](=[CH:13][CH:14]=[CH:15][C:16]=2[C:36]2[CH:37]=[N:38][C:39]([CH2:42][CH3:43])=[N:40][CH:41]=2)[O:11][CH2:10]1)[C:29]1[CH:30]=[CH:31][CH:32]=[CH:33][CH:34]=1. (4) The product is: [C:1]([O:5][C:6](=[O:26])[NH:7][CH:8]1[CH2:13][CH2:12][CH:11]([CH2:14][NH:15][C:16]2[C:21]([N+:22]([O-:24])=[O:23])=[CH:20][N:19]=[C:18]([NH:31][CH2:30][C:29]3[CH:32]=[CH:33][CH:34]=[CH:35][C:28]=3[I:27])[N:17]=2)[CH2:10][CH2:9]1)([CH3:4])([CH3:3])[CH3:2]. Given the reactants [C:1]([O:5][C:6](=[O:26])[NH:7][CH:8]1[CH2:13][CH2:12][CH:11]([CH2:14][NH:15][C:16]2[C:21]([N+:22]([O-:24])=[O:23])=[CH:20][N:19]=[C:18](Cl)[N:17]=2)[CH2:10][CH2:9]1)([CH3:4])([CH3:3])[CH3:2].[I:27][C:28]1[CH:35]=[CH:34][CH:33]=[CH:32][C:29]=1[CH2:30][NH2:31].CCN(C(C)C)C(C)C, predict the reaction product. (5) Given the reactants Br[CH2:2][CH:3]([C:5]1[CH:10]=[CH:9][C:8]([CH3:11])=[CH:7][CH:6]=1)O.[S-:12][C:13]#[N:14].[Na+].[CH3:16][O:17][C:18](=[O:29])[C@H:19]([CH2:21][C:22]1[CH:27]=[CH:26][C:25]([OH:28])=[CH:24][CH:23]=1)[NH2:20], predict the reaction product. The product is: [CH3:11][C:8]1[CH:9]=[CH:10][C:5]([C:3]2[N:14]=[C:13]([NH:20][C@@H:19]([CH2:21][C:22]3[CH:23]=[CH:24][C:25]([OH:28])=[CH:26][CH:27]=3)[C:18]([O:17][CH3:16])=[O:29])[S:12][CH:2]=2)=[CH:6][CH:7]=1. (6) The product is: [Br:34][C:7]1[CH:6]=[CH:5][C:8]([F:10])=[C:3]([N:12]([CH2:13][C:14]([NH:16][CH2:17][C:18]2[CH:19]=[CH:20][N:21]=[CH:22][CH:23]=2)=[O:15])[S:24]([C:27]2[CH:32]=[CH:31][CH:30]=[CH:29][CH:28]=2)(=[O:26])=[O:25])[CH:2]=1. Given the reactants Cl[C:2]1[CH:7]=[CH:6][C:5]([C:8](F)([F:10])F)=C[C:3]=1[N:12]([S:24]([C:27]1[CH:32]=[CH:31][C:30](C)=[CH:29][CH:28]=1)(=[O:26])=[O:25])[CH2:13][C:14]([NH:16][CH2:17][C:18]1[CH:23]=[CH:22][N:21]=[CH:20][CH:19]=1)=[O:15].[Br:34]C1C=CC(C(F)(F)F)=CC=1N.ClC1C=CC(C(F)(F)F)=CC=1N, predict the reaction product. (7) Given the reactants [H-].[Na+].Cl[CH2:4][CH2:5][S:6](Cl)(=[O:8])=[O:7].[CH:10]1([O:16][C:17]2[N:22]=[CH:21][C:20]([C:23]3[C:24]([NH2:29])=[N:25][CH:26]=[CH:27][N:28]=3)=[CH:19][CH:18]=2)[CH2:15][CH2:14][CH2:13][CH2:12][CH2:11]1, predict the reaction product. The product is: [CH:10]1([O:16][C:17]2[N:22]=[CH:21][C:20]([C:23]3[C:24]4=[N:29][S:6](=[O:8])(=[O:7])[CH2:5][CH2:4][N:25]4[CH:26]=[CH:27][N:28]=3)=[CH:19][CH:18]=2)[CH2:11][CH2:12][CH2:13][CH2:14][CH2:15]1. (8) Given the reactants [Br:1][C:2]1[CH:3]=[C:4]2[C:8](=[CH:9][CH:10]=1)[C:7](=[O:11])[CH2:6][CH2:5]2.C[C:13]#[N:14].[Si:15](C#N)([CH3:18])([CH3:17])[CH3:16], predict the reaction product. The product is: [Br:1][C:2]1[CH:3]=[C:4]2[C:8](=[CH:9][CH:10]=1)[C:7]([O:11][Si:15]([CH3:18])([CH3:17])[CH3:16])([C:13]#[N:14])[CH2:6][CH2:5]2. (9) Given the reactants [F:1][C:2]1[CH:7]=[CH:6][C:5]([C:8]2[CH:13]=[CH:12][CH:11]=[CH:10][CH:9]=2)=[C:4]([CH2:14][C:15]([CH:21]2[O:26][CH2:25][CH2:24][N:23](CC3C=CC=CC=3)[CH2:22]2)([OH:20])[CH2:16][CH:17]([CH3:19])[CH3:18])[CH:3]=1.[Cl:34]C(OC(Cl)C)=O.CCN(C(C)C)C(C)C, predict the reaction product. The product is: [ClH:34].[F:1][C:2]1[CH:7]=[CH:6][C:5]([C:8]2[CH:9]=[CH:10][CH:11]=[CH:12][CH:13]=2)=[C:4]([CH2:14][C:15]([CH:21]2[O:26][CH2:25][CH2:24][NH:23][CH2:22]2)([OH:20])[CH2:16][CH:17]([CH3:19])[CH3:18])[CH:3]=1.